From a dataset of Forward reaction prediction with 1.9M reactions from USPTO patents (1976-2016). Predict the product of the given reaction. The product is: [I:33][C:16]1[CH:17]=[C:9]([OH:8])[C:10](=[CH:14][CH:15]=1)[C:11]([OH:13])=[O:12]. Given the reactants C([O:8][C:9]1[CH:17]=[CH:16][CH:15]=[CH:14][C:10]=1[C:11]([OH:13])=[O:12])C1C=CC=CC=1.NC1C=CC(C(O)=O)=C(O)C=1.N([O-])=O.[Na+].[I:33]I, predict the reaction product.